This data is from Reaction yield outcomes from USPTO patents with 853,638 reactions. The task is: Predict the reaction yield, written as a fraction of the theoretical maximum amount of product (1.0 means a 100% yield; for example, 0.34 means a 34% yield). (1) The reactants are [F:1][C:2]([F:15])([F:14])[CH2:3][N:4]1[CH2:9][CH2:8][N:7]2[N:10]=[C:11]([NH2:13])[CH:12]=[C:6]2[CH2:5]1.Br[C:17]1[C:18](=[O:25])[N:19]([CH3:24])[CH:20]=[C:21]([Br:23])[CH:22]=1.C(=O)([O-])[O-].[Cs+].[Cs+].CC1(C)C2C(=C(P(C3C=CC=CC=3)C3C=CC=CC=3)C=CC=2)OC2C(P(C3C=CC=CC=3)C3C=CC=CC=3)=CC=CC1=2. The catalyst is C1C=CC(/C=C/C(/C=C/C2C=CC=CC=2)=O)=CC=1.C1C=CC(/C=C/C(/C=C/C2C=CC=CC=2)=O)=CC=1.C1C=CC(/C=C/C(/C=C/C2C=CC=CC=2)=O)=CC=1.[Pd].[Pd].O1CCOCC1. The product is [Br:23][C:21]1[CH:22]=[C:17]([NH:13][C:11]2[CH:12]=[C:6]3[CH2:5][N:4]([CH2:3][C:2]([F:1])([F:14])[F:15])[CH2:9][CH2:8][N:7]3[N:10]=2)[C:18](=[O:25])[N:19]([CH3:24])[CH:20]=1. The yield is 0.760. (2) The reactants are [CH:1]([C:3]1[NH:7][C:6]([CH3:8])=[C:5]([C:9]([OH:11])=O)[C:4]=1[CH3:12])=[O:2].[CH3:13][C@H:14]1[CH2:19][NH:18][CH2:17][C@@H:16]([CH3:20])[NH:15]1. No catalyst specified. The product is [CH3:12][C:4]1[C:5]([C:9]([N:18]2[CH2:17][C@H:16]([CH3:20])[NH:15][C@H:14]([CH3:13])[CH2:19]2)=[O:11])=[C:6]([CH3:8])[NH:7][C:3]=1[CH:1]=[O:2]. The yield is 0.720. (3) The reactants are Cl[C:2]([C@:4]12[CH2:39][CH2:38][C@@H:37]([C:40]([CH2:42][O:43][CH2:44][CH2:45][N:46]3[CH2:51][CH2:50][O:49][CH2:48][CH2:47]3)=[CH2:41])[C@@H:5]1[C@@H:6]1[C@@:19]([CH3:22])([CH2:20][CH2:21]2)[C@@:18]2([CH3:23])[C@@H:9]([C@:10]3([CH3:36])[C@@H:15]([CH2:16][CH2:17]2)[C:14]([CH3:25])([CH3:24])[C:13]([C:26]2[CH:35]=[CH:34][C:29]([C:30]([O:32][CH3:33])=[O:31])=[CH:28][CH:27]=2)=[CH:12][CH2:11]3)[CH2:8][CH2:7]1)=[O:3].C(OC(=O)CCNC([C@]12CC[C@@H](C(COCCN3CCOCC3)=C)[C@@H]1[C@@H]1[C@@](C)(CC2)[C@@]2(C)[C@@H]([C@]3(C)[C@@H](CC2)C(C)(C)C(C2C=CC(C(OC)=O)=CC=2)=CC3)CC1)=O)C.[NH2:110][CH2:111][CH2:112][CH2:113][N:114]1[CH:118]=[CH:117][N:116]=[CH:115]1.C(N(C(C)C)CC)(C)C. The catalyst is ClCCCl. The product is [N:114]1([CH2:113][CH2:112][CH2:111][NH:110][C:2]([C@:4]23[CH2:39][CH2:38][C@@H:37]([C:40]([CH2:42][O:43][CH2:44][CH2:45][N:46]4[CH2:51][CH2:50][O:49][CH2:48][CH2:47]4)=[CH2:41])[C@@H:5]2[C@@H:6]2[C@@:19]([CH3:22])([CH2:20][CH2:21]3)[C@@:18]3([CH3:23])[C@@H:9]([C@:10]4([CH3:36])[C@@H:15]([CH2:16][CH2:17]3)[C:14]([CH3:25])([CH3:24])[C:13]([C:26]3[CH:35]=[CH:34][C:29]([C:30]([O:32][CH3:33])=[O:31])=[CH:28][CH:27]=3)=[CH:12][CH2:11]4)[CH2:8][CH2:7]2)=[O:3])[CH:118]=[CH:117][N:116]=[CH:115]1. The yield is 0.385. (4) The reactants are F[C:2]1[N:7]2[CH:8]=[C:9]([CH2:11][N:12]3[C@H:25]4[C@H:16]([CH2:17][CH2:18][C:19]5[C:24]4=[N:23][CH:22]=[CH:21][CH:20]=5)[CH2:15][CH2:14][CH2:13]3)[N:10]=[C:6]2[CH:5]=[CH:4][CH:3]=1.[NH:26]1[CH2:31][CH2:30][CH:29]([OH:32])[CH2:28][CH2:27]1. The catalyst is CS(C)=O. The product is [N:12]1([CH2:11][C:9]2[N:10]=[C:6]3[CH:5]=[CH:4][CH:3]=[C:2]([N:26]4[CH2:31][CH2:30][CH:29]([OH:32])[CH2:28][CH2:27]4)[N:7]3[CH:8]=2)[C@H:25]2[C@H:16]([CH2:17][CH2:18][C:19]3[C:24]2=[N:23][CH:22]=[CH:21][CH:20]=3)[CH2:15][CH2:14][CH2:13]1. The yield is 0.730.